From a dataset of Full USPTO retrosynthesis dataset with 1.9M reactions from patents (1976-2016). Predict the reactants needed to synthesize the given product. (1) Given the product [Cl:8][C:6]1[C:5]([N+:9]([O-:11])=[O:10])=[CH:4][C:3]([N+:12]([O-:14])=[O:13])=[C:2]([CH:7]=1)[NH:15][C:16]1[CH:21]=[CH:20][C:19]([CH2:22][CH2:23][OH:24])=[CH:18][CH:17]=1, predict the reactants needed to synthesize it. The reactants are: Cl[C:2]1[CH:7]=[C:6]([Cl:8])[C:5]([N+:9]([O-:11])=[O:10])=[CH:4][C:3]=1[N+:12]([O-:14])=[O:13].[NH2:15][C:16]1[CH:21]=[CH:20][C:19]([CH2:22][CH2:23][OH:24])=[CH:18][CH:17]=1. (2) Given the product [CH2:30]([N:11]1[C:10]([CH2:9][NH:8][C:6](=[O:7])[O:5][C:1]([CH3:2])([CH3:4])[CH3:3])=[C:19]([C:44]2[CH:45]=[CH:46][CH:47]=[CH:48][CH:49]=2)[C:18]2[C:13](=[CH:14][CH:15]=[C:16]([C:26]([N:36]([O:37][CH3:38])[CH3:35])=[O:28])[CH:17]=2)[C:12]1=[O:29])[CH:31]([CH3:32])[CH3:33], predict the reactants needed to synthesize it. The reactants are: [C:1]([O:5][C:6]([NH:8][CH2:9][C:10]1[N:11]([CH2:30][CH:31]([CH3:33])[CH3:32])[C:12](=[O:29])[C:13]2[C:18]([C:19]=1C1C=CC=CC=1)=[CH:17][C:16]([C:26]([OH:28])=O)=[CH:15][CH:14]=2)=[O:7])([CH3:4])([CH3:3])[CH3:2].Cl.[CH3:35][NH:36][O:37][CH3:38].O.ON1[C:45]2[CH:46]=[CH:47][CH:48]=[CH:49][C:44]=2N=N1.Cl.C(N=C=NCCCN(C)C)C.C(N(CC)CC)C.C(O)(=O)CC(CC(O)=O)(C(O)=O)O.